This data is from Full USPTO retrosynthesis dataset with 1.9M reactions from patents (1976-2016). The task is: Predict the reactants needed to synthesize the given product. (1) The reactants are: CS(O)(=O)=O.[NH2:6][CH2:7][CH2:8][CH2:9][CH2:10][CH2:11][CH2:12][OH:13].[C:14]([OH:25])(=O)[CH2:15][CH2:16][S:17][S:18][CH2:19][CH2:20][C:21]([OH:23])=[O:22]. Given the product [C:21]([O:23][CH2:12][CH2:11][CH2:10][CH2:9][CH2:8][CH2:7][NH2:6])(=[O:22])[CH2:20][CH2:19][S:18][S:17][CH2:16][CH2:15][C:14]([O:13][CH2:12][CH2:11][CH2:10][CH2:9][CH2:8][CH2:7][NH2:6])=[O:25], predict the reactants needed to synthesize it. (2) Given the product [Cl:27][C:28]1[CH:29]=[C:30]([N:34]2[C:5]([C:7]3[C:12](=[O:13])[CH:11]=[CH:10][N:9]([C:14]4[CH:19]=[CH:18][C:17]([O:20][CH2:21][C:22]([F:24])([F:23])[F:25])=[CH:16][CH:15]=4)[N:8]=3)=[CH:4][CH:3]=[N:35]2)[CH:31]=[CH:32][CH:33]=1, predict the reactants needed to synthesize it. The reactants are: CN(C)/[CH:3]=[CH:4]/[C:5]([C:7]1[C:12](=[O:13])[CH:11]=[CH:10][N:9]([C:14]2[CH:19]=[CH:18][C:17]([O:20][CH2:21][C:22]([F:25])([F:24])[F:23])=[CH:16][CH:15]=2)[N:8]=1)=O.[Cl:27][C:28]1[CH:29]=[C:30]([NH:34][NH2:35])[CH:31]=[CH:32][CH:33]=1. (3) Given the product [CH2:1]([N:3]1[C:7]2=[N:8][C:9]([CH2:54][CH3:55])=[C:10]([CH2:19][NH:20][C:21]([C:23]3[CH:28]=[C:27]([C:29]([NH:31][CH2:32][C:33]4[CH:38]=[CH:37][C:36]([F:39])=[C:35]([C:40]5[CH:45]=[CH:44][CH:43]=[C:42]([CH2:46][N:47]6[CH2:52][CH2:51][N:50]([C:110]([O:112][C:113]([CH3:116])([CH3:115])[CH3:114])=[O:111])[C@@H:49]([CH3:53])[CH2:48]6)[CH:41]=5)[CH:34]=4)=[O:30])[CH:26]=[N:25][CH:24]=3)=[O:22])[C:11]([NH:12][CH:13]3[CH2:14][CH2:15][O:16][CH2:17][CH2:18]3)=[C:6]2[CH:5]=[N:4]1)[CH3:2], predict the reactants needed to synthesize it. The reactants are: [CH2:1]([N:3]1[C:7]2=[N:8][C:9]([CH2:54][CH3:55])=[C:10]([CH2:19][NH:20][C:21]([C:23]3[CH:24]=[N:25][CH:26]=[C:27]([C:29]([NH:31][CH2:32][C:33]4[CH:34]=[C:35]([C:40]5[CH:45]=[CH:44][CH:43]=[C:42]([CH2:46][N:47]6[CH2:52][CH2:51][NH:50][C@@H:49]([CH3:53])[CH2:48]6)[CH:41]=5)[C:36]([F:39])=[CH:37][CH:38]=4)=[O:30])[CH:28]=3)=[O:22])[C:11]([NH:12][CH:13]3[CH2:18][CH2:17][O:16][CH2:15][CH2:14]3)=[C:6]2[CH:5]=[N:4]1)[CH3:2].C(N1C2=NC(CC)=C(CNC(C3C=C(C(O)=O)C=NC=3)=O)C(NC3CCOCC3)=C2C=N1)C.NCC1C=CC(F)=C(C2C=CC=C(CN3CCN([C:110]([O:112][C:113]([CH3:116])([CH3:115])[CH3:114])=[O:111])[C@@H](C)C3)C=2)C=1.CN(C(ON1N=NC2C=CC=CC1=2)=[N+](C)C)C.F[P-](F)(F)(F)(F)F.CCN(CC)CC.